From a dataset of Forward reaction prediction with 1.9M reactions from USPTO patents (1976-2016). Predict the product of the given reaction. (1) The product is: [C:15]1([C:23]2[CH:24]=[CH:25][CH:26]=[CH:27][CH:28]=2)[CH:20]=[CH:19][CH:18]=[CH:17][C:16]=1[CH2:21][N:12]1[CH2:11][CH2:10][N:9]([C:4]2[CH:3]=[C:2]([CH3:1])[CH:7]=[C:6]([CH3:8])[CH:5]=2)[CH2:14][CH2:13]1. Given the reactants [CH3:1][C:2]1[CH:3]=[C:4]([N:9]2[CH2:14][CH2:13][NH:12][CH2:11][CH2:10]2)[CH:5]=[C:6]([CH3:8])[CH:7]=1.[C:15]1([C:23]2[CH:28]=[CH:27][CH:26]=[CH:25][CH:24]=2)[C:16]([CH:21]=O)=[CH:17][CH:18]=[CH:19][CH:20]=1.[BH-](OC(C)=O)(OC(C)=O)OC(C)=O.[Na+].C1(C2C=CC=CC=2)C=CC=CC=1CN1CCN(C2C=CC=CC=2)CC1, predict the reaction product. (2) Given the reactants [CH3:1][O:2][C:3]1[C:4]([C:12]([CH3:14])=[CH2:13])=[N:5][C:6]([N+:9]([O-])=O)=[CH:7][CH:8]=1, predict the reaction product. The product is: [CH:12]([C:4]1[N:5]=[C:6]([NH2:9])[CH:7]=[CH:8][C:3]=1[O:2][CH3:1])([CH3:14])[CH3:13]. (3) Given the reactants CC(OC(/N=N/C(OC(C)C)=O)=O)C.[OH:15][C:16]1[CH:17]=[C:18]([CH:24]2[CH2:28][NH:27][C:26](=[O:29])[CH2:25]2)[CH:19]=[CH:20][C:21]=1[O:22][CH3:23].[CH2:30](O)[CH:31]=[CH:32][C:33]1[CH:38]=[CH:37][CH:36]=[CH:35][CH:34]=1.C1(P(C2C=CC=CC=2)C2C=CC=CC=2)C=CC=CC=1, predict the reaction product. The product is: [CH2:30]([O:15][C:16]1[CH:17]=[C:18]([CH:24]2[CH2:28][NH:27][C:26](=[O:29])[CH2:25]2)[CH:19]=[CH:20][C:21]=1[O:22][CH3:23])[CH:31]=[CH:32][C:33]1[CH:38]=[CH:37][CH:36]=[CH:35][CH:34]=1. (4) Given the reactants [F:1][C:2]([F:16])([F:15])[C:3]1[O:7][N:6]=[C:5]([C:8]2[CH:9]=[C:10]([CH:12]=[CH:13][CH:14]=2)[NH2:11])[N:4]=1.[C:17]1([C:23]2[N:24]=[C:25]([N:28]3[CH2:32][CH2:31][CH:30]([C:33](O)=[O:34])[CH2:29]3)[S:26][CH:27]=2)[CH:22]=[CH:21][CH:20]=[CH:19][CH:18]=1, predict the reaction product. The product is: [C:17]1([C:23]2[N:24]=[C:25]([N:28]3[CH2:32][CH2:31][CH:30]([C:33]([NH:11][C:10]4[CH:12]=[CH:13][CH:14]=[C:8]([C:5]5[N:4]=[C:3]([C:2]([F:15])([F:1])[F:16])[O:7][N:6]=5)[CH:9]=4)=[O:34])[CH2:29]3)[S:26][CH:27]=2)[CH:18]=[CH:19][CH:20]=[CH:21][CH:22]=1. (5) The product is: [CH:15]1([C@@:10]2([C:13]#[N:14])[CH2:11][CH2:12][N:8]([C:6]3[CH:5]=[CH:4][N:3]=[C:2]([NH:19][C:20]4[CH:21]=[N:22][N:23]([C:25]([CH3:29])([CH3:28])[CH2:26][OH:27])[CH:24]=4)[N:7]=3)[C:9]2=[O:18])[CH2:17][CH2:16]1. Given the reactants Cl[C:2]1[N:7]=[C:6]([N:8]2[CH2:12][CH2:11][C@@:10]([CH:15]3[CH2:17][CH2:16]3)([C:13]#[N:14])[C:9]2=[O:18])[CH:5]=[CH:4][N:3]=1.[NH2:19][C:20]1[CH:21]=[N:22][N:23]([C:25]([CH3:29])([CH3:28])[CH2:26][OH:27])[CH:24]=1.C(O)(=O)C, predict the reaction product. (6) Given the reactants Cl.[NH2:2][OH:3].[C:4]([C:7]1[CH:8]=[C:9]([N:14]2[CH2:18][CH2:17][N:16]([C:19]3[CH:20]=[N:21][CH:22]=[CH:23][C:24]=3[CH3:25])[C:15]2=[O:26])[CH:10]=[CH:11][C:12]=1[F:13])(=O)[CH3:5].CO, predict the reaction product. The product is: [F:13][C:12]1[CH:11]=[CH:10][C:9]([N:14]2[CH2:18][CH2:17][N:16]([C:19]3[CH:20]=[N:21][CH:22]=[CH:23][C:24]=3[CH3:25])[C:15]2=[O:26])=[CH:8][C:7]=1[C:4](=[N:2][OH:3])[CH3:5]. (7) Given the reactants Cl[C:2]1[N:7]=[C:6]2[CH2:8][CH2:9][CH2:10][C:5]2=[C:4]([Cl:11])[CH:3]=1.CC1(C)C(C)(C)OB([C:20]2[CH2:24][CH2:23][C:22](=[O:25])[CH:21]=2)O1.C([O-])([O-])=O.[Cs+].[Cs+].C1(C)C=CC=CC=1, predict the reaction product. The product is: [Cl:11][C:4]1[CH:3]=[C:2]([C:20]2[CH2:24][CH2:23][C:22](=[O:25])[CH:21]=2)[N:7]=[C:6]2[CH2:8][CH2:9][CH2:10][C:5]=12. (8) Given the reactants Cl.[F:2][C:3]([F:24])([F:23])[C:4]1[CH:22]=[CH:21][CH:20]=[CH:19][C:5]=1[CH:6]([O:14][CH:15]1[CH2:18][NH:17][CH2:16]1)[C:7]1[CH:12]=[CH:11][C:10]([Cl:13])=[CH:9][CH:8]=1.[N:25]([C@@H](CC1C=CC=CC=1)C(OC)=O)=[C:26]=[O:27].ClC1C=CC([CH:45]([O:53]C2CN(C(NC3C=CC=CC=3)=O)C2)[C:46]2[CH:51]=[CH:50][C:49](Cl)=[CH:48][CH:47]=2)=CC=1, predict the reaction product. The product is: [F:24][C:3]([F:2])([F:23])[C:4]1[CH:22]=[CH:21][CH:20]=[CH:19][C:5]=1[CH:6]([O:14][CH:15]1[CH2:18][N:17]([C:26]([NH:25][C:45](=[O:53])[C:46]2[CH:47]=[CH:48][CH:49]=[CH:50][CH:51]=2)=[O:27])[CH2:16]1)[C:7]1[CH:12]=[CH:11][C:10]([Cl:13])=[CH:9][CH:8]=1. (9) Given the reactants [OH:1][CH2:2][CH2:3][CH:4]1[CH2:9][CH2:8][N:7]([C:10]([O:12][C:13]([CH3:16])([CH3:15])[CH3:14])=[O:11])[CH2:6][CH2:5]1.S([O-])([O-])(=O)=S.[Na+].[Na+].C(=O)(O)[O-].[Na+], predict the reaction product. The product is: [O:1]=[CH:2][CH2:3][CH:4]1[CH2:5][CH2:6][N:7]([C:10]([O:12][C:13]([CH3:16])([CH3:15])[CH3:14])=[O:11])[CH2:8][CH2:9]1.